Predict the reactants needed to synthesize the given product. From a dataset of Full USPTO retrosynthesis dataset with 1.9M reactions from patents (1976-2016). (1) Given the product [C:26]([O:25][C:24]([NH:23][CH2:22][C:21]1[CH:20]=[C:19]([CH:33]=[CH:32][CH:31]=1)[CH:17]=[CH:11][C:12]([O:14][CH2:15][CH3:16])=[O:13])=[O:30])([CH3:29])([CH3:27])[CH3:28], predict the reactants needed to synthesize it. The reactants are: [H-].[Na+].C(OP([CH2:11][C:12]([O:14][CH2:15][CH3:16])=[O:13])(OCC)=O)C.[CH:17]([C:19]1[CH:20]=[C:21]([CH:31]=[CH:32][CH:33]=1)[CH2:22][NH:23][C:24](=[O:30])[O:25][C:26]([CH3:29])([CH3:28])[CH3:27])=O.O. (2) Given the product [Br:5][C:6]1[CH:12]=[C:11]([N+:13]([O-:15])=[O:14])[CH:10]=[C:9]2[C:7]=1[NH:8][N:1]=[CH:16]2, predict the reactants needed to synthesize it. The reactants are: [N:1]([O-])=O.[Na+].[Br:5][C:6]1[CH:12]=[C:11]([N+:13]([O-:15])=[O:14])[CH:10]=[C:9]([CH3:16])[C:7]=1[NH2:8].CC(O)=O. (3) Given the product [F:11][C:9]1[C:8]([F:12])=[CH:7][C:6]([C:13]([NH:16][C:17]2[CH:18]=[CH:19][C:20]([C:21]([O:23][CH3:24])=[O:22])=[CH:25][CH:26]=2)=[O:14])=[C:5]([OH:4])[CH:10]=1, predict the reactants needed to synthesize it. The reactants are: C([O:4][C:5]1[CH:10]=[C:9]([F:11])[C:8]([F:12])=[CH:7][C:6]=1[C:13](Cl)=[O:14])(=O)C.[NH2:16][C:17]1[CH:26]=[CH:25][C:20]([C:21]([O:23][CH3:24])=[O:22])=[CH:19][CH:18]=1. (4) Given the product [C:4]1(=[O:5])[O:6][C:1](=[O:7])[CH:2]=[CH:3]1.[CH2:8]([CH:12]1[CH2:17][CH:16]2[CH2:18][CH:13]1[CH:14]=[CH:15]2)[CH2:9][CH2:10][CH3:11], predict the reactants needed to synthesize it. The reactants are: [C:1]1(=[O:7])[O:6][C:4](=[O:5])[CH:3]=[CH:2]1.[CH2:8]([CH:12]1[CH2:17][CH:16]2[CH2:18][CH:13]1[CH:14]=[CH:15]2)[CH2:9][CH2:10][CH3:11].CC(N=NC(C#N)(C)C)(C#N)C.